This data is from Forward reaction prediction with 1.9M reactions from USPTO patents (1976-2016). The task is: Predict the product of the given reaction. Given the reactants BrC1N=C([O:8][C@@H:9]([C@H:11]2[CH2:15][N:14]([C@@H:16]([C:18]3[CH:23]=[CH:22][C:21]([O:24][CH3:25])=[CH:20][CH:19]=3)[CH3:17])[C:13](=[O:26])[CH2:12]2)[CH3:10])C2N(C)C=NC=2C=1.[C:31]([OH:37])([C:33]([F:36])([F:35])[F:34])=[O:32], predict the reaction product. The product is: [OH:8][C@@H:9]([C@H:11]1[CH2:15][N:14]([C@@H:16]([C:18]2[CH:19]=[CH:20][C:21]([O:24][CH3:25])=[CH:22][CH:23]=2)[CH3:17])[C:13](=[O:26])[CH2:12]1)[CH3:10].[C:31]([OH:37])([C:33]([F:36])([F:35])[F:34])=[O:32].